From a dataset of Peptide-MHC class II binding affinity with 134,281 pairs from IEDB. Regression. Given a peptide amino acid sequence and an MHC pseudo amino acid sequence, predict their binding affinity value. This is MHC class II binding data. (1) The peptide sequence is SEFENDEHIILYLVN. The MHC is HLA-DPA10301-DPB10402 with pseudo-sequence HLA-DPA10301-DPB10402. The binding affinity (normalized) is 0.724. (2) The peptide sequence is NKNFFWAVKPKAVRQ. The MHC is DRB1_0901 with pseudo-sequence DRB1_0901. The binding affinity (normalized) is 0.860. (3) The peptide sequence is QMSIQLINKAVNALI. The MHC is DRB1_1101 with pseudo-sequence DRB1_1101. The binding affinity (normalized) is 0.816. (4) The peptide sequence is QVKVPKGAPCRIPVI. The MHC is DRB5_0101 with pseudo-sequence DRB5_0101. The binding affinity (normalized) is 0.104. (5) The peptide sequence is GELQIVDKCDAAFKI. The MHC is DRB1_1101 with pseudo-sequence DRB1_1101. The binding affinity (normalized) is 0.444. (6) The peptide sequence is LPINALSNSLLRHHNLVYST. The MHC is DRB1_0101 with pseudo-sequence DRB1_0101. The binding affinity (normalized) is 0.966. (7) The peptide sequence is LTWIGLNSKNTSMSF. The binding affinity (normalized) is 0.270. The MHC is DRB5_0101 with pseudo-sequence DRB5_0101. (8) The peptide sequence is LVSFLLLAGRSCGMY. The MHC is DRB1_0405 with pseudo-sequence DRB1_0405. The binding affinity (normalized) is 0.498. (9) The peptide sequence is RDGHEKPMNVQSLGW. The MHC is HLA-DQA10501-DQB10302 with pseudo-sequence HLA-DQA10501-DQB10302. The binding affinity (normalized) is 0.251. (10) The binding affinity (normalized) is 0.611. The MHC is DRB1_0701 with pseudo-sequence DRB1_0701. The peptide sequence is GLRVVCAKYALA.